This data is from CYP2C19 inhibition data for predicting drug metabolism from PubChem BioAssay. The task is: Regression/Classification. Given a drug SMILES string, predict its absorption, distribution, metabolism, or excretion properties. Task type varies by dataset: regression for continuous measurements (e.g., permeability, clearance, half-life) or binary classification for categorical outcomes (e.g., BBB penetration, CYP inhibition). Dataset: cyp2c19_veith. (1) The molecule is CO[C@@H]1C=CO[C@]2(C)Oc3c(C)c(O)c4c(O)c(c(C=NN5CCN(C)CC5)c(O)c4c3C2=O)NC(=O)C(C)=CC=C[C@H](C)[C@H](O)[C@H](C)[C@H](O)[C@H](C)[C@H](OC(C)=O)[C@H]1C. The result is 0 (non-inhibitor). (2) The compound is COc1ccc(COC(=O)N/N=C2/C[C@@H](O)[C@@H](O)[C@@H]3[C@@H]4C(=O)N([C@@H](C)c5ccccc5)C(=O)[C@H]4CC[C@@H]23)cc1. The result is 0 (non-inhibitor).